From a dataset of Catalyst prediction with 721,799 reactions and 888 catalyst types from USPTO. Predict which catalyst facilitates the given reaction. (1) Reactant: [S:1]1[CH:5]=[CH:4][C:3]2[C:6]([N:10]3[CH2:15][CH2:14][N:13]([CH2:16][CH2:17][CH2:18][CH2:19][O:20][C:21]4[CH:30]=[C:29]5[C:24]([CH2:25][CH2:26][C:27](=[O:46])[N:28]5[CH2:31][O:32][C:33](=[O:45])[CH2:34][CH2:35][CH2:36][CH2:37][CH2:38][CH2:39][CH2:40][CH2:41][CH2:42][CH2:43][CH3:44])=[CH:23][CH:22]=4)[CH2:12][CH2:11]3)=[CH:7][CH:8]=[CH:9][C:2]1=2.FC(F)(F)C(O)=O.ClC1C(=O)C(C#N)=C(C#N)C(=O)C=1Cl.C(=O)([O-])[O-].[Na+].[Na+]. Product: [S:1]1[CH:5]=[CH:4][C:3]2[C:6]([N:10]3[CH2:11][CH2:12][N:13]([CH2:16][CH2:17][CH2:18][CH2:19][O:20][C:21]4[CH:30]=[C:29]5[C:24]([CH:25]=[CH:26][C:27](=[O:46])[N:28]5[CH2:31][O:32][C:33](=[O:45])[CH2:34][CH2:35][CH2:36][CH2:37][CH2:38][CH2:39][CH2:40][CH2:41][CH2:42][CH2:43][CH3:44])=[CH:23][CH:22]=4)[CH2:14][CH2:15]3)=[CH:7][CH:8]=[CH:9][C:2]1=2. The catalyst class is: 20. (2) Reactant: [Li+].[OH-].[O:3]=[C:4]1[N:10]([CH:11]2[CH2:16][CH2:15][N:14]([C:17]([O:19][C@@H:20]([C:32]([O:34]C)=[O:33])[CH2:21][C:22]3[CH:30]=[C:29]([CH3:31])[C:25]4[NH:26][CH:27]=[N:28][C:24]=4[CH:23]=3)=[O:18])[CH2:13][CH2:12]2)[CH2:9][CH2:8][C:7]2[CH:36]=[CH:37][CH:38]=[CH:39][C:6]=2[NH:5]1.Cl. Product: [O:3]=[C:4]1[N:10]([CH:11]2[CH2:12][CH2:13][N:14]([C:17]([O:19][C@@H:20]([C:32]([OH:34])=[O:33])[CH2:21][C:22]3[CH:30]=[C:29]([CH3:31])[C:25]4[NH:26][CH:27]=[N:28][C:24]=4[CH:23]=3)=[O:18])[CH2:15][CH2:16]2)[CH2:9][CH2:8][C:7]2[CH:36]=[CH:37][CH:38]=[CH:39][C:6]=2[NH:5]1. The catalyst class is: 90. (3) The catalyst class is: 416. Reactant: I[C:2]1[N:6]2[CH:7]=[CH:8][CH:9]=[CH:10][C:5]2=[N:4][C:3]=1[C:11]([O:13][CH2:14][CH3:15])=[O:12].C1(P(C2C=CC=CC=2)C2C=CC=CC=2)C=CC=CC=1.[C:35](#[N:38])[CH:36]=[CH2:37].C(N(CC)CC)C.C([O-])([O-])=O.[Na+].[Na+]. Product: [C:35](/[CH:36]=[CH:37]/[C:2]1[N:6]2[CH:7]=[CH:8][CH:9]=[CH:10][C:5]2=[N:4][C:3]=1[C:11]([O:13][CH2:14][CH3:15])=[O:12])#[N:38]. (4) The catalyst class is: 4. Reactant: [Cl:1][C:2]1[CH:3]=[C:4]([CH:26]=[CH:27][C:28]=1[Cl:29])[O:5][CH:6]1[CH2:11][CH2:10][N:9]([CH2:12][CH:13]2[CH2:18][CH2:17][N:16](C(OC(C)(C)C)=O)[CH2:15][CH2:14]2)[CH2:8][CH2:7]1.C(O)(C(F)(F)F)=O. Product: [Cl:1][C:2]1[CH:3]=[C:4]([CH:26]=[CH:27][C:28]=1[Cl:29])[O:5][CH:6]1[CH2:7][CH2:8][N:9]([CH2:12][CH:13]2[CH2:14][CH2:15][NH:16][CH2:17][CH2:18]2)[CH2:10][CH2:11]1. (5) Reactant: O[O:2][S:3]([O-:5])=O.[K+].[CH:7]1([C:12]2[C:17]([C:18]([O:20][CH3:21])=[O:19])=[CH:16][N:15]=[C:14](SC)[N:13]=2)[CH2:11][CH2:10][CH2:9][CH2:8]1.[C:24](#N)C. Product: [CH:7]1([C:12]2[C:17]([C:18]([O:20][CH3:21])=[O:19])=[CH:16][N:15]=[C:14]([S:3]([CH3:24])(=[O:5])=[O:2])[N:13]=2)[CH2:8][CH2:9][CH2:10][CH2:11]1. The catalyst class is: 6.